Predict the product of the given reaction. From a dataset of Forward reaction prediction with 1.9M reactions from USPTO patents (1976-2016). (1) Given the reactants [CH2:1]([O:3][C:4]([N:6]1[C:15]2[C:10](=[N:11][C:12]([OH:16])=[CH:13][CH:14]=2)[C@@H:9]([NH:17][C:18]2[N:23]=[C:22]([CH2:24][C:25]3[CH:30]=[C:29]([C:31]([F:34])([F:33])[F:32])[CH:28]=[C:27]([C:35]([F:38])([F:37])[F:36])[CH:26]=3)[C:21]([N:39]3[CH2:44][CH2:43][O:42][CH2:41][CH2:40]3)=[CH:20][N:19]=2)[CH2:8][C@H:7]1[CH2:45][CH3:46])=[O:5])[CH3:2].[H-].[Na+].[CH2:49](I)[CH3:50].O, predict the reaction product. The product is: [CH2:1]([O:3][C:4]([N:6]1[C:15]2[C:10](=[N:11][C:12]([O:16][CH2:49][CH3:50])=[CH:13][CH:14]=2)[C@@H:9]([NH:17][C:18]2[N:23]=[C:22]([CH2:24][C:25]3[CH:30]=[C:29]([C:31]([F:34])([F:33])[F:32])[CH:28]=[C:27]([C:35]([F:38])([F:36])[F:37])[CH:26]=3)[C:21]([N:39]3[CH2:40][CH2:41][O:42][CH2:43][CH2:44]3)=[CH:20][N:19]=2)[CH2:8][C@H:7]1[CH2:45][CH3:46])=[O:5])[CH3:2]. (2) Given the reactants [Br:1][C:2]1[CH:3]=[C:4]2[C:8](=[CH:9][CH:10]=1)[NH:7][CH:6]=[CH:5]2.[H-].[Na+].Br[CH2:14][C:15]([O:17][CH2:18][CH3:19])=[O:16], predict the reaction product. The product is: [Br:1][C:2]1[CH:3]=[C:4]2[C:8](=[CH:9][CH:10]=1)[N:7]([CH2:14][C:15]([O:17][CH2:18][CH3:19])=[O:16])[CH:6]=[CH:5]2. (3) Given the reactants C(OC(=O)[NH:7][C:8]1([C:12]2[CH:17]=[CH:16][C:15]([C:18]3[N:19]=[C:20]4[CH:25]=[C:24]([CH:26]=[CH2:27])[CH:23]=[CH:22][N:21]4[C:28]=3[C:29]3[CH:34]=[CH:33][CH:32]=[CH:31][CH:30]=3)=[CH:14][CH:13]=2)[CH2:11][CH2:10][CH2:9]1)(C)(C)C.Cl.O1CCOCC1, predict the reaction product. The product is: [NH3:7].[C:29]1([C:28]2[N:21]3[CH:22]=[CH:23][C:24]([CH:26]=[CH2:27])=[CH:25][C:20]3=[N:19][C:18]=2[C:15]2[CH:14]=[CH:13][C:12]([C:8]3([NH2:7])[CH2:9][CH2:10][CH2:11]3)=[CH:17][CH:16]=2)[CH:30]=[CH:31][CH:32]=[CH:33][CH:34]=1. (4) Given the reactants [Cl:1][C:2]1[CH:3]=[C:4]([C:9]2[C:10]([CH3:16])=[CH:11][C:12](=O)[NH:13][N:14]=2)[CH:5]=[CH:6][C:7]=1[Cl:8].P(Cl)(Cl)([Cl:19])=O, predict the reaction product. The product is: [Cl:19][C:12]1[N:13]=[N:14][C:9]([C:4]2[CH:5]=[CH:6][C:7]([Cl:8])=[C:2]([Cl:1])[CH:3]=2)=[C:10]([CH3:16])[CH:11]=1. (5) Given the reactants [CH3:1][O:2][C:3](=[O:16])[C:4]1[CH:9]=[CH:8][C:7](I)=[C:6]([O:11][CH2:12][C:13]([CH3:15])=[CH2:14])[CH:5]=1.C(=O)([O-])[O-].[K+].[K+].[CH:23](B(O)O)=[CH:24][CH2:25][CH2:26][CH3:27], predict the reaction product. The product is: [CH3:1][O:2][C:3]([C:4]1[CH:9]=[CH:8][C:7]2[C:13]([CH2:15]/[CH:23]=[CH:24]/[CH2:25][CH2:26][CH3:27])([CH3:14])[CH2:12][O:11][C:6]=2[CH:5]=1)=[O:16].